This data is from Peptide-MHC class I binding affinity with 185,985 pairs from IEDB/IMGT. The task is: Regression. Given a peptide amino acid sequence and an MHC pseudo amino acid sequence, predict their binding affinity value. This is MHC class I binding data. (1) The peptide sequence is KAVRLIKFLY. The MHC is HLA-B51:01 with pseudo-sequence HLA-B51:01. The binding affinity (normalized) is 0. (2) The peptide sequence is FFGPIGKLI. The MHC is HLA-A02:02 with pseudo-sequence HLA-A02:02. The binding affinity (normalized) is 0.620.